Dataset: Forward reaction prediction with 1.9M reactions from USPTO patents (1976-2016). Task: Predict the product of the given reaction. Given the reactants [CH2:1]([O:8][C:9]1[CH:14]=[CH:13][C:12]([NH:15][C:16]2[C:25]3[C:20](=[CH:21][CH:22]=[C:23]([C:26]#[CH:27])[CH:24]=3)[N:19]=[CH:18][N:17]=2)=[CH:11][CH:10]=1)[C:2]1[CH:7]=[CH:6][CH:5]=[CH:4][CH:3]=1.[N+:28]([CH2:31][CH3:32])([O-])=[O:29].C1(N=C=O)C=CC=CC=1.[ClH:42], predict the reaction product. The product is: [ClH:42].[CH2:1]([O:8][C:9]1[CH:10]=[CH:11][C:12]([NH:15][C:16]2[C:25]3[C:20](=[CH:21][CH:22]=[C:23]([C:26]4[O:29][N:28]=[C:31]([CH3:32])[CH:27]=4)[CH:24]=3)[N:19]=[CH:18][N:17]=2)=[CH:13][CH:14]=1)[C:2]1[CH:7]=[CH:6][CH:5]=[CH:4][CH:3]=1.